This data is from Forward reaction prediction with 1.9M reactions from USPTO patents (1976-2016). The task is: Predict the product of the given reaction. Given the reactants [CH3:1][CH2:2][CH2:3][CH2:4][CH2:5][CH3:6].[CH2:7]([Li])[CH2:8][CH2:9][CH3:10].[B:12]([O:17]C)(OC)[O:13]C.Cl.[CH2:20]1[CH2:24]O[CH2:22][CH2:21]1, predict the reaction product. The product is: [CH:3]1[C:2]2[C:7]3[C:8](=[C:22]([B:12]([OH:17])[OH:13])[C:21]4[CH:1]=[CH:2][CH:3]=[CH:4][C:20]=4[CH:24]=3)[CH:9]=[CH:10][C:1]=2[CH:6]=[CH:5][CH:4]=1.